From a dataset of Reaction yield outcomes from USPTO patents with 853,638 reactions. Predict the reaction yield, written as a fraction of the theoretical maximum amount of product (1.0 means a 100% yield; for example, 0.34 means a 34% yield). The reactants are [CH2:1]([Zn]CC)C.[Cl:6][C:7]1[C:15]2[N:14]=[C:13]3[N:16]([C:20]4[C:25]([CH3:26])=[CH:24][C:23]([Cl:27])=[CH:22][C:21]=4[Cl:28])[CH2:17][CH2:18][CH2:19][N:12]3[C:11]=2[C:10]([CH:29]([OH:33])[CH2:30][CH:31]=[CH2:32])=[CH:9][CH:8]=1. The catalyst is ClCCl.[Cl-].[NH4+]. The product is [Cl:6][C:7]1[C:15]2[N:14]=[C:13]3[N:16]([C:20]4[C:25]([CH3:26])=[CH:24][C:23]([Cl:27])=[CH:22][C:21]=4[Cl:28])[CH2:17][CH2:18][CH2:19][N:12]3[C:11]=2[C:10]([CH:29]([OH:33])[CH2:30][CH:31]2[CH2:1][CH2:32]2)=[CH:9][CH:8]=1. The yield is 0.340.